The task is: Predict the reactants needed to synthesize the given product.. This data is from Full USPTO retrosynthesis dataset with 1.9M reactions from patents (1976-2016). (1) Given the product [Br:19][C:20]1[CH:28]=[CH:27][CH:26]=[C:25]2[C:21]=1[CH2:22][CH:23]=[C:24]2[CH2:9][CH2:8][N:5]1[CH2:6][CH2:7][N:2]([CH3:1])[CH2:3][CH2:4]1, predict the reactants needed to synthesize it. The reactants are: [CH3:1][N:2]1[CH2:7][CH2:6][N:5]([C:8](=O)[CH3:9])[CH2:4][CH2:3]1.[Li+].CC([N-]C(C)C)C.[Br:19][C:20]1[CH:28]=[CH:27][CH:26]=[C:25]2[C:21]=1[CH2:22][CH2:23][C:24]2=O.[AlH3].N(CC)(C)C. (2) Given the product [Br:40][C:8]1[C:9]([NH:14][CH3:15])=[C:10]([N+:11]([O-:13])=[O:12])[C:5]([O:4][C:3]2[CH:35]=[CH:36][C:37]([F:39])=[CH:38][C:2]=2[F:1])=[C:6]([C:16]2[C:17]3[CH:26]=[N:25][N:24]([CH2:27][O:28][CH2:29][CH2:30][Si:31]([CH3:34])([CH3:32])[CH3:33])[C:18]=3[C:19](=[O:23])[N:20]([CH3:22])[CH:21]=2)[CH:7]=1, predict the reactants needed to synthesize it. The reactants are: [F:1][C:2]1[CH:38]=[C:37]([F:39])[CH:36]=[CH:35][C:3]=1[O:4][C:5]1[C:10]([N+:11]([O-:13])=[O:12])=[C:9]([NH:14][CH3:15])[CH:8]=[CH:7][C:6]=1[C:16]1[C:17]2[CH:26]=[N:25][N:24]([CH2:27][O:28][CH2:29][CH2:30][Si:31]([CH3:34])([CH3:33])[CH3:32])[C:18]=2[C:19](=[O:23])[N:20]([CH3:22])[CH:21]=1.[Br:40]N1C(=O)CCC1=O. (3) Given the product [F:1][C:2]1[C:24]([S:25]([CH:26]2[CH2:31][CH2:30][N:29]([C:32]([CH3:37])([CH3:36])[C:33]([NH2:35])=[O:34])[CH2:28][CH2:27]2)=[O:39])=[CH:23][C:5]2[C:6]3[N:10]([CH:9]=[C:8]([C:14]4[N:15]([CH:20]([CH3:22])[CH3:21])[N:16]=[C:17]([CH3:19])[N:18]=4)[N:7]=3)[CH2:11][CH2:12][O:13][C:4]=2[CH:3]=1, predict the reactants needed to synthesize it. The reactants are: [F:1][C:2]1[C:24]([S:25][CH:26]2[CH2:31][CH2:30][N:29]([C:32]([CH3:37])([CH3:36])[C:33]([NH2:35])=[O:34])[CH2:28][CH2:27]2)=[CH:23][C:5]2[C:6]3[N:10]([CH2:11][CH2:12][O:13][C:4]=2[CH:3]=1)[CH:9]=[C:8]([C:14]1[N:15]([CH:20]([CH3:22])[CH3:21])[N:16]=[C:17]([CH3:19])[N:18]=1)[N:7]=3.C(O)(C(F)(F)F)=[O:39].C1C=C(Cl)C=C(C(OO)=O)C=1.